Dataset: Full USPTO retrosynthesis dataset with 1.9M reactions from patents (1976-2016). Task: Predict the reactants needed to synthesize the given product. (1) Given the product [Si:14]([O:31][C@H:32]([CH3:44])[C@H:33]([NH:43][CH2:8][C:9]([O:11][CH2:12][CH3:13])=[O:10])[C:34]1[CH:39]=[C:38]([F:40])[C:37]([F:41])=[C:36]([F:42])[CH:35]=1)([C:27]([CH3:28])([CH3:29])[CH3:30])([C:21]1[CH:26]=[CH:25][CH:24]=[CH:23][CH:22]=1)[C:15]1[CH:16]=[CH:17][CH:18]=[CH:19][CH:20]=1, predict the reactants needed to synthesize it. The reactants are: C(=O)([O-])[O-].[Cs+].[Cs+].Br[CH2:8][C:9]([O:11][CH2:12][CH3:13])=[O:10].[Si:14]([O:31][C@H:32]([CH3:44])[C@H:33]([NH2:43])[C:34]1[CH:39]=[C:38]([F:40])[C:37]([F:41])=[C:36]([F:42])[CH:35]=1)([C:27]([CH3:30])([CH3:29])[CH3:28])([C:21]1[CH:26]=[CH:25][CH:24]=[CH:23][CH:22]=1)[C:15]1[CH:20]=[CH:19][CH:18]=[CH:17][CH:16]=1.C(OCC)(=O)C. (2) Given the product [Cl:1][C:2]1[CH:7]=[CH:6][CH:5]=[CH:4][C:3]=1[S:8]([N:11]1[CH2:21][CH2:20][C:14]2([C:18](=[O:19])[N:17]([C:23]3[CH:28]=[CH:27][C:26]([C:29]4([OH:33])[CH2:32][CH2:31][CH2:30]4)=[CH:25][CH:24]=3)[CH2:16][CH2:15]2)[CH2:13][CH2:12]1)(=[O:9])=[O:10], predict the reactants needed to synthesize it. The reactants are: [Cl:1][C:2]1[CH:7]=[CH:6][CH:5]=[CH:4][C:3]=1[S:8]([N:11]1[CH2:21][CH2:20][C:14]2([C:18](=[O:19])[NH:17][CH2:16][CH2:15]2)[CH2:13][CH2:12]1)(=[O:10])=[O:9].Br[C:23]1[CH:28]=[CH:27][C:26]([C:29]2([OH:33])[CH2:32][CH2:31][CH2:30]2)=[CH:25][CH:24]=1. (3) Given the product [CH2:2]([O:4][C:5](=[O:9])[CH2:6][CH2:7][C:11]1[CH:18]=[CH:17][C:14]([C:15]#[N:16])=[CH:13][N:12]=1)[CH3:3], predict the reactants needed to synthesize it. The reactants are: [Br-].[CH2:2]([O:4][C:5](=[O:9])[CH2:6][CH2:7][Zn+])[CH3:3].Br[C:11]1[CH:18]=[CH:17][C:14]([C:15]#[N:16])=[CH:13][N:12]=1.C(=O)([O-])O.[Na+].